This data is from Forward reaction prediction with 1.9M reactions from USPTO patents (1976-2016). The task is: Predict the product of the given reaction. (1) Given the reactants [CH3:1][O:2][C:3](=[O:55])[C@H:4]([N:41]1[CH2:45][CH2:44][C@H:43]([NH:46]C(OC(C)(C)C)=O)[C:42]1=[O:54])[CH2:5][C:6]1[CH:7]=[C:8]2[C:13](=[CH:14][C:15]=1[O:16][C:17]([F:20])([F:19])[F:18])[C:12]([NH:21]C(C1C=CC=CC=1)(C1C=CC=CC=1)C1C=CC=CC=1)=[N:11][CH:10]=[CH:9]2.[ClH:56], predict the reaction product. The product is: [ClH:56].[ClH:56].[CH3:1][O:2][C:3](=[O:55])[C@H:4]([N:41]1[CH2:45][CH2:44][C@H:43]([NH2:46])[C:42]1=[O:54])[CH2:5][C:6]1[CH:7]=[C:8]2[C:13](=[CH:14][C:15]=1[O:16][C:17]([F:19])([F:20])[F:18])[C:12]([NH2:21])=[N:11][CH:10]=[CH:9]2. (2) Given the reactants C(OC([N:8]1[CH2:12][CH:11]([C:13]#[N:14])[CH2:10][CH:9]1[C:15]1[NH:16][C:17]([C:20]2[CH:25]=[CH:24][C:23]([C:26]3[CH:35]=[CH:34][C:33]4[C:28](=[CH:29][CH:30]=[C:31]([C:36]5[NH:37][C:38]([CH:41]6[CH2:47][C:44]7([CH2:46][CH2:45]7)[CH2:43][N:42]6[C:48](=[O:58])[CH:49]([NH:53][C:54]([O:56][CH3:57])=[O:55])[CH:50]([CH3:52])[CH3:51])=[N:39][CH:40]=5)[CH:32]=4)[CH:27]=3)=[CH:22][CH:21]=2)=[CH:18][N:19]=1)=O)(C)(C)C.[ClH:59], predict the reaction product. The product is: [ClH:59].[ClH:59].[ClH:59].[CH3:57][O:56][C:54](=[O:55])[NH:53][CH:49]([C:48]([N:42]1[CH:41]([C:38]2[NH:37][C:36]([C:31]3[CH:30]=[CH:29][C:28]4[C:33](=[CH:34][CH:35]=[C:26]([C:23]5[CH:24]=[CH:25][C:20]([C:17]6[NH:16][C:15]([CH:9]7[CH2:10][CH:11]([C:13]#[N:14])[CH2:12][NH:8]7)=[N:19][CH:18]=6)=[CH:21][CH:22]=5)[CH:27]=4)[CH:32]=3)=[CH:40][N:39]=2)[CH2:47][C:44]2([CH2:45][CH2:46]2)[CH2:43]1)=[O:58])[CH:50]([CH3:52])[CH3:51]. (3) Given the reactants COC[S:4][C:5]1[CH:10]=[CH:9][C:8]([CH:11]([CH2:20][CH:21]2[CH2:26][CH2:25][O:24][CH2:23][CH2:22]2)[C:12]([NH:14][C:15]2[S:16][CH:17]=[CH:18][N:19]=2)=[O:13])=[CH:7][CH:6]=1, predict the reaction product. The product is: [SH:4][C:5]1[CH:10]=[CH:9][C:8]([CH:11]([CH2:20][CH:21]2[CH2:26][CH2:25][O:24][CH2:23][CH2:22]2)[C:12]([NH:14][C:15]2[S:16][CH:17]=[CH:18][N:19]=2)=[O:13])=[CH:7][CH:6]=1. (4) Given the reactants [Cl:1][CH2:2][CH2:3][CH:4]([C:6]1[CH:11]=[CH:10][C:9]([F:12])=[CH:8][C:7]=1[F:13])O.[ClH:14], predict the reaction product. The product is: [Cl:14][CH:4]([C:6]1[CH:11]=[CH:10][C:9]([F:12])=[CH:8][C:7]=1[F:13])[CH2:3][CH2:2][Cl:1]. (5) Given the reactants [NH2:1][C:2]1[N:7]=[C:6]([C:8]([OH:10])=O)[CH:5]=[CH:4][CH:3]=1.CN(C(ON1N=NC2C=CC=NC1=2)=[N+](C)C)C.F[P-](F)(F)(F)(F)F.CCN(C(C)C)C(C)C.[NH:44]1[C:52]2[C:47](=[C:48]([C:53]3[CH:54]=[C:55]([NH2:62])[C:56]4[CH:57]=[N:58][NH:59][C:60]=4[CH:61]=3)[CH:49]=[CH:50][CH:51]=2)[CH:46]=[CH:45]1, predict the reaction product. The product is: [NH2:1][C:2]1[N:7]=[C:6]([C:8]([NH:62][C:55]2[CH:54]=[C:53]([C:48]3[CH:49]=[CH:50][CH:51]=[C:52]4[C:47]=3[CH:46]=[CH:45][NH:44]4)[CH:61]=[C:60]3[C:56]=2[CH:57]=[N:58][NH:59]3)=[O:10])[CH:5]=[CH:4][CH:3]=1.